From a dataset of Full USPTO retrosynthesis dataset with 1.9M reactions from patents (1976-2016). Predict the reactants needed to synthesize the given product. Given the product [F:11][C:12]([F:23])([F:22])[C:13]([C:6]1[C:5]2[C:9](=[CH:10][C:2]([CH3:1])=[CH:3][CH:4]=2)[NH:8][CH:7]=1)=[O:14], predict the reactants needed to synthesize it. The reactants are: [CH3:1][C:2]1[CH:10]=[C:9]2[C:5]([CH:6]=[CH:7][NH:8]2)=[CH:4][CH:3]=1.[F:11][C:12]([F:23])([F:22])[C:13](O[C:13](=[O:14])[C:12]([F:23])([F:22])[F:11])=[O:14].